From a dataset of Catalyst prediction with 721,799 reactions and 888 catalyst types from USPTO. Predict which catalyst facilitates the given reaction. (1) Reactant: [CH3:1][C:2]([CH3:33])([CH3:32])[C:3](=[O:31])[CH2:4][O:5][C:6]1[CH:11]=[CH:10][C:9]([CH2:12][CH2:13][CH2:14][C:15]2[CH:16]=[C:17]([C:25](OC)=[O:26])[C:18](=[CH:23][CH:24]=2)[C:19](OC)=[O:20])=[CH:8][C:7]=1[CH2:29][CH3:30].[H-].[Al+3].[Li+].[H-].[H-].[H-].[OH-].[Na+].Cl. Product: [OH:26][CH2:25][C:17]1[CH:16]=[C:15]([CH2:14][CH2:13][CH2:12][C:9]2[CH:10]=[CH:11][C:6]([O:5][CH2:4][CH:3]([OH:31])[C:2]([CH3:32])([CH3:33])[CH3:1])=[C:7]([CH2:29][CH3:30])[CH:8]=2)[CH:24]=[CH:23][C:18]=1[CH2:19][OH:20]. The catalyst class is: 20. (2) Product: [CH3:1][O:2][CH2:3][O:4][C:5]1[CH:22]=[CH:21][CH:20]=[C:7]2[C:6]=1[CH:45]([OH:46])[N:10]([C:11]([CH3:19])([C:13]1[CH:14]=[CH:15][CH:16]=[CH:17][CH:18]=1)[CH3:12])[C:8]2=[O:9]. Reactant: [CH3:1][O:2][CH2:3][O:4][C:5]1[CH:6]=[C:7]([CH:20]=[CH:21][CH:22]=1)[C:8]([NH:10][C:11]([CH3:19])([C:13]1[CH:18]=[CH:17][CH:16]=[CH:15][CH:14]=1)[CH3:12])=[O:9].CN(CCN(C)C)C.C([Li])(CC)C.CCCCCC.CN([CH:45]=[O:46])C. The catalyst class is: 1. (3) Product: [CH:24]1([NH:27][C:13]2[CH:7]([C:4]3[CH:5]=[CH:6][N:1]=[CH:2][CH:3]=3)[N:8]=[C:9]([C:19]3[S:20][CH:21]=[CH:22][CH:23]=3)[C:10]3[CH:18]=[CH:17][CH:16]=[N:15][C:11]=3[N:12]=2)[CH2:26][CH2:25]1. The catalyst class is: 1. Reactant: [N:1]1[CH:6]=[CH:5][C:4]([CH:7]2[C:13](=O)[NH:12][C:11]3[N:15]=[CH:16][CH:17]=[CH:18][C:10]=3[C:9]([C:19]3[S:20][CH:21]=[CH:22][CH:23]=3)=[N:8]2)=[CH:3][CH:2]=1.[CH:24]1([NH2:27])[CH2:26][CH2:25]1. (4) Reactant: C([O:8][C:9]1[CH:30]=[C:29]([CH3:31])[C:12]([CH2:13][C@@H:14]2[CH2:18][CH2:17][N:16]([CH:19]3[CH2:27][CH2:26][C:25]4[C:21](=[CH:22][NH:23][N:24]=4)[CH2:20]3)[C:15]2=[O:28])=[C:11]([CH3:32])[CH:10]=1)C1C=CC=CC=1. Product: [OH:8][C:9]1[CH:30]=[C:29]([CH3:31])[C:12]([CH2:13][C@@H:14]2[CH2:18][CH2:17][N:16]([CH:19]3[CH2:27][CH2:26][C:25]4[C:21](=[CH:22][NH:23][N:24]=4)[CH2:20]3)[C:15]2=[O:28])=[C:11]([CH3:32])[CH:10]=1. The catalyst class is: 320. (5) Reactant: [CH3:1][O:2][C:3](=[O:16])[C:4]1[CH:9]=[CH:8][C:7]([CH:10]=O)=[CH:6][C:5]=1[C:12]([F:15])([F:14])[F:13].Cl.[NH2:18][OH:19].C(N(CC)CC)C. Product: [CH3:1][O:2][C:3](=[O:16])[C:4]1[CH:9]=[CH:8][C:7]([CH:10]=[N:18][OH:19])=[CH:6][C:5]=1[C:12]([F:15])([F:14])[F:13]. The catalyst class is: 5. (6) Reactant: [CH3:1][C:2]1([CH3:11])[CH2:7][CH2:6][CH2:5][C@H:4]([CH3:8])[C@H:3]1[CH2:9][OH:10].[Cl:12][C:13]1[CH:14]=[C:15](O)[CH:16]=[CH:17][CH:18]=1.C1(P(C2C=CC=CC=2)C2C=CC=CC=2)C=CC=CC=1.N(C(OCC)=O)=NC(OCC)=O. Product: [Cl:12][C:13]1[CH:14]=[CH:15][CH:16]=[C:17]([O:10][CH2:9][C@@H:3]2[C@@H:4]([CH3:8])[CH2:5][CH2:6][CH2:7][C:2]2([CH3:1])[CH3:11])[CH:18]=1. The catalyst class is: 7.